This data is from Catalyst prediction with 721,799 reactions and 888 catalyst types from USPTO. The task is: Predict which catalyst facilitates the given reaction. Reactant: [NH2:1][C:2]1[C:3](=[O:20])[N:4]([CH2:11][C:12]2[CH:17]=[CH:16][C:15]([O:18][CH3:19])=[CH:14][CH:13]=2)[C:5](=[O:10])[N:6]([CH3:9])[C:7]=1[NH2:8].[F:21][C:22]([F:37])([F:36])[O:23][C:24]1[CH:25]=[C:26]([CH:33]=[CH:34][CH:35]=1)[O:27][CH2:28][CH2:29][C:30](O)=O.CCN=C=NCCCN(C)C.[CH2:49]([OH:51])C. Product: [NH2:8][C:7]1[N:6]([CH3:9])[C:5](=[O:10])[N:4]([CH2:11][C:12]2[CH:17]=[CH:16][C:15]([O:18][CH3:19])=[CH:14][CH:13]=2)[C:3](=[O:20])[C:2]=1[NH:1][C:49](=[O:51])[CH2:30][CH2:29][CH2:28][O:27][C:26]1[CH:33]=[CH:34][CH:35]=[C:24]([O:23][C:22]([F:37])([F:36])[F:21])[CH:25]=1. The catalyst class is: 6.